This data is from Full USPTO retrosynthesis dataset with 1.9M reactions from patents (1976-2016). The task is: Predict the reactants needed to synthesize the given product. (1) Given the product [C:32]([O:31][C:29]([NH:28][CH2:27][C:23]1[CH:22]=[C:21]([C:17]2[CH:18]=[CH:19][CH:20]=[C:15]([CH2:14][O:13][C:4]3[CH:3]=[C:2]([NH:82][CH2:80][CH3:81])[CH:7]=[CH:6][C:5]=3[CH2:8][C:9]([O:11][CH3:12])=[O:10])[CH:16]=2)[CH:26]=[CH:25][CH:24]=1)=[O:30])([CH3:33])([CH3:34])[CH3:35], predict the reactants needed to synthesize it. The reactants are: Br[C:2]1[CH:7]=[CH:6][C:5]([CH2:8][C:9]([O:11][CH3:12])=[O:10])=[C:4]([O:13][CH2:14][C:15]2[CH:16]=[C:17]([C:21]3[CH:26]=[CH:25][CH:24]=[C:23]([CH2:27][NH:28][C:29]([O:31][C:32]([CH3:35])([CH3:34])[CH3:33])=[O:30])[CH:22]=3)[CH:18]=[CH:19][CH:20]=2)[CH:3]=1.CC(C1C=C(C(C)C)C(C2C(P(C3CCCCC3)C3CCCCC3)=C(OC)C=CC=2OC)=C(C(C)C)C=1)C.C([O-])([O-])=O.[Cs+].[Cs+].[CH2:80]([NH2:82])[CH3:81]. (2) Given the product [CH3:21][O:4][C:1]([C:9]1[NH:13][C:12]2[CH:14]=[CH:15][CH:16]=[CH:17][C:11]=2[N:10]=1)=[O:2], predict the reactants needed to synthesize it. The reactants are: [C:1]([O-:4])([O-])=[O:2].[Na+].[Na+].ClC(Cl)(Cl)[C:9]1[NH:13][C:12]2[CH:14]=[CH:15][CH:16]=[CH:17][C:11]=2[N:10]=1.Cl.[CH3:21]O. (3) The reactants are: [Br:1][C:2]1[CH:3]=[C:4]2[C:8](=[N:9][CH:10]=1)[NH:7][CH:6]=[CH:5]2.CN(C)C=O.[H-].[Na+].[CH:18]([Si:21](Cl)([CH:25]([CH3:27])[CH3:26])[CH:22]([CH3:24])[CH3:23])([CH3:20])[CH3:19]. Given the product [Br:1][C:2]1[CH:3]=[C:4]2[CH:5]=[CH:6][N:7]([Si:21]([CH:25]([CH3:27])[CH3:26])([CH:22]([CH3:24])[CH3:23])[CH:18]([CH3:20])[CH3:19])[C:8]2=[N:9][CH:10]=1, predict the reactants needed to synthesize it. (4) Given the product [CH:11]1([O:10][C:5]2[CH:4]=[CH:3][C:2]([F:1])=[CH:9][C:6]=2[CH:7]=[O:8])[CH2:15][CH2:14][CH2:13][CH2:12]1, predict the reactants needed to synthesize it. The reactants are: [F:1][C:2]1[CH:9]=[C:6]([CH:7]=[O:8])[C:5]([OH:10])=[CH:4][CH:3]=1.[CH:11]1(OS(C)(=O)=O)[CH2:15][CH2:14][CH2:13][CH2:12]1.C(=O)([O-])[O-].[K+].[K+]. (5) Given the product [CH3:1][C@:2]12[CH2:3][CH2:4][C@H:5]3[C@@H:14]([CH2:13][CH2:12][C:11]4[CH:10]=[CH:9][CH:8]=[CH:7][C:6]=43)[C@@H:15]1[CH2:16][CH2:17][C:18]2=[O:19], predict the reactants needed to synthesize it. The reactants are: [CH3:1][C@@:2]12[C:18](=[O:19])[CH2:17][CH2:16][C@H:15]1[C@H:14]1[C@@H:5]([C:6]3[CH:7]=[CH:8][C:9](O)=[CH:10][C:11]=3[CH2:12][CH2:13]1)[CH2:4][CH2:3]2.FC(F)(F)C(OC(=O)C(F)(F)F)=O.CCN(CC)CC.C(O)=O. (6) Given the product [CH2:21]([O:20][C:19]1[C:18](=[O:28])[N:17]2[CH:29]=[C:30]([N:34]3[CH2:35][CH2:36][O:37][CH2:38][CH2:39]3)[CH:31]=[C:32]([Br:33])[C:16]2=[N:15][C:14]=1[C:12]1[O:13][C:9]([CH2:8][C:5]2[CH:4]=[CH:3][C:2]([F:1])=[CH:7][CH:6]=2)=[CH:10][N:11]=1)[C:22]1[CH:23]=[CH:24][CH:25]=[CH:26][CH:27]=1, predict the reactants needed to synthesize it. The reactants are: [F:1][C:2]1[CH:7]=[CH:6][C:5]([CH2:8][C:9](=O)[CH2:10][NH:11][C:12]([C:14]2[N:15]=[C:16]3[C:32]([Br:33])=[CH:31][C:30]([N:34]4[CH2:39][CH2:38][O:37][CH2:36][CH2:35]4)=[CH:29][N:17]3[C:18](=[O:28])[C:19]=2[O:20][CH2:21][C:22]2[CH:27]=[CH:26][CH:25]=[CH:24][CH:23]=2)=[O:13])=[CH:4][CH:3]=1.C(Cl)(Cl)(Cl)Cl.C(N(CC)CC)C.C1(P(C2C=CC=CC=2)C2C=CC=CC=2)C=CC=CC=1. (7) Given the product [CH:21]1([C:18]2[CH:17]=[C:16]([NH:15][C:13]3[CH:12]=[CH:11][N:10]=[C:9]([NH:8][C:4]4[CH:3]=[C:2]([NH:1][C:29](=[O:30])[C:28]5[CH:32]=[CH:33][CH:34]=[C:26]([C:25]([F:24])([F:35])[F:36])[CH:27]=5)[CH:7]=[CH:6][CH:5]=4)[N:14]=3)[NH:20][N:19]=2)[CH2:23][CH2:22]1, predict the reactants needed to synthesize it. The reactants are: [NH2:1][C:2]1[CH:3]=[C:4]([NH:8][C:9]2[N:14]=[C:13]([NH:15][C:16]3[NH:20][N:19]=[C:18]([CH:21]4[CH2:23][CH2:22]4)[CH:17]=3)[CH:12]=[CH:11][N:10]=2)[CH:5]=[CH:6][CH:7]=1.[F:24][C:25]([F:36])([F:35])[C:26]1[CH:27]=[C:28]([CH:32]=[CH:33][CH:34]=1)[C:29](Cl)=[O:30].